The task is: Predict the reactants needed to synthesize the given product.. This data is from Full USPTO retrosynthesis dataset with 1.9M reactions from patents (1976-2016). (1) Given the product [NH2:1][C@@H:2]([CH2:11][CH3:12])[C@H:3]([OH:10])[C:4]([NH:25][CH2:24][CH2:23][C:13]1[C:22]2[C:17](=[CH:18][CH:19]=[CH:20][CH:21]=2)[CH:16]=[CH:15][CH:14]=1)=[O:5], predict the reactants needed to synthesize it. The reactants are: [NH2:1][C@@H:2]([CH2:11][CH3:12])[C@H:3]([OH:10])[C:4](NC1CC1)=[O:5].[C:13]1([CH2:23][CH2:24][NH2:25])[C:22]2[C:17](=[CH:18][CH:19]=[CH:20][CH:21]=2)[CH:16]=[CH:15][CH:14]=1. (2) Given the product [OH:1][C:2]1[C:11]2[C:6](=[C:7]([C:12]([O:14][CH3:22])=[O:13])[CH:8]=[CH:9][CH:10]=2)[N:5]=[CH:4][N:3]=1, predict the reactants needed to synthesize it. The reactants are: [OH:1][C:2]1[C:11]2[C:6](=[C:7]([C:12]([OH:14])=[O:13])[CH:8]=[CH:9][CH:10]=2)[N:5]=[CH:4][N:3]=1.CO.OS(O)(=O)=O.[C:22]([O-])(O)=O.[Na+]. (3) Given the product [Cl:1][C:2]1[CH:3]=[C:4]([C:8]2([CH2:13][OH:14])[CH2:12][CH2:11][CH2:10][CH2:9]2)[CH:5]=[CH:6][CH:7]=1, predict the reactants needed to synthesize it. The reactants are: [Cl:1][C:2]1[CH:3]=[C:4]([C:8]2([CH:13]=[O:14])[CH2:12][CH2:11][CH2:10][CH2:9]2)[CH:5]=[CH:6][CH:7]=1.FC(F)(F)C1C=CC(C2(CO)CCCC2)=CC=1.